From a dataset of Full USPTO retrosynthesis dataset with 1.9M reactions from patents (1976-2016). Predict the reactants needed to synthesize the given product. (1) Given the product [CH2:1]([NH:13][C:14]1[CH:15]=[CH:16][CH:17]=[CH:18][C:19]=1[C:30]1[CH:42]=[CH:41][C:40]2[C:39]3[C:34](=[CH:35][C:36]([C:15]4[CH:16]=[CH:17][CH:18]=[CH:19][C:14]=4[NH:13][CH2:1][CH2:2][CH2:3][CH2:4][CH2:5][CH2:6][CH2:7][CH2:8][CH2:9][CH2:10][CH2:11][CH3:12])=[CH:37][CH:38]=3)[C:33](=[O:44])[C:32]=2[CH:31]=1)[CH2:2][CH2:3][CH2:4][CH2:5][CH2:6][CH2:7][CH2:8][CH2:9][CH2:10][CH2:11][CH3:12], predict the reactants needed to synthesize it. The reactants are: [CH2:1]([NH:13][C:14]1[CH:19]=[CH:18][CH:17]=[CH:16][C:15]=1B1OC(C)(C)C(C)(C)O1)[CH2:2][CH2:3][CH2:4][CH2:5][CH2:6][CH2:7][CH2:8][CH2:9][CH2:10][CH2:11][CH3:12].Br[C:30]1[CH:42]=[CH:41][C:40]2[C:39]3[C:34](=[CH:35][C:36](Br)=[CH:37][CH:38]=3)[C:33](=[O:44])[C:32]=2[CH:31]=1.[O-]P([O-])([O-])=O.[K+].[K+].[K+].O. (2) The reactants are: P(Cl)(Cl)(Cl)=O.P(Cl)(Cl)(Cl)(Cl)[Cl:7].[N:12]1[O:13][N:14]=[C:15]2[N:20]=[C:19](O)[C:18](O)=[N:17][C:16]=12.[ClH:23]. Given the product [Cl:23][C:18]1[C:19]([Cl:7])=[N:20][C:15]2=[N:14][O:13][N:12]=[C:16]2[N:17]=1, predict the reactants needed to synthesize it. (3) The reactants are: [Br:1][C:2]1[C:7](=[O:8])[NH:6][CH:5]=[C:4]([C:9]([O:11][CH3:12])=[O:10])[CH:3]=1.[C:13]1([CH:19]2[CH2:23][CH2:22][CH:21](O)[CH2:20]2)[CH:18]=[CH:17][CH:16]=[CH:15][CH:14]=1.C1(P(C2C=CC=CC=2)C2C=CC=CC=2)C=CC=CC=1.N(C(OCC)=O)=NC(OCC)=O. Given the product [Br:1][C:2]1[C:7](=[O:8])[N:6]([CH:22]2[CH2:21][CH2:20][CH:19]([C:13]3[CH:18]=[CH:17][CH:16]=[CH:15][CH:14]=3)[CH2:23]2)[CH:5]=[C:4]([C:9]([O:11][CH3:12])=[O:10])[CH:3]=1, predict the reactants needed to synthesize it. (4) Given the product [CH3:1][C:2]1[N:3]([CH2:14][C:15]2[CH:24]=[CH:23][C:18]([C:19]([OH:21])=[O:20])=[CH:17][CH:16]=2)[C:4]2[C:9]([CH:10]=1)=[CH:8][CH:7]=[CH:6][CH:5]=2, predict the reactants needed to synthesize it. The reactants are: [CH3:1][C:2]1[NH:3][C:4]2[C:9]([CH:10]=1)=[CH:8][CH:7]=[CH:6][CH:5]=2.[OH-].[K+].Br[CH2:14][C:15]1[CH:24]=[CH:23][C:18]([C:19]([O:21]C)=[O:20])=[CH:17][CH:16]=1. (5) Given the product [CH2:11]([O:10][C:9]1[C:2]([CH2:18][CH3:28])=[C:3]([C:6]([CH2:29][CH3:30])=[CH:7][CH:8]=1)[CH2:4][C:14]1[N:61]=[CH:60][NH:17][CH:13]=1)[CH3:54], predict the reactants needed to synthesize it. The reactants are: F[C:2]1[C:9]([O:10][CH3:11])=[CH:8][CH:7]=[C:6](F)[C:3]=1[CH:4]=O.[CH2:13]([NH2:17])[CH2:14]CC.[C:18]1([CH3:28])C=CC(S(O)(=O)=O)=CC=1.[CH2:29]([Mg]Br)[CH3:30].B(Br)(Br)Br.ICC.C(=O)([O-])[O-].[K+].[K+].C([SiH](CC)CC)C.F[C:54](F)(F)C(O)=O.[CH3:60][N:61](C)C=O. (6) The reactants are: [CH3:1][O:2][CH2:3][CH2:4][N:5]1[C:10]([C:11]2[CH:16]=[CH:15][CH:14]=[CH:13][N:12]=2)=[CH:9][C:8](=[O:17])[N:7]=[C:6]1[S:18]C.[NH4+]=S.N1C=CC=CC=1.[OH-].[Na+]. Given the product [CH3:1][O:2][CH2:3][CH2:4][N:5]1[C:10]([C:11]2[CH:16]=[CH:15][CH:14]=[CH:13][N:12]=2)=[CH:9][C:8](=[O:17])[NH:7][C:6]1=[S:18], predict the reactants needed to synthesize it.